Predict the product of the given reaction. From a dataset of Forward reaction prediction with 1.9M reactions from USPTO patents (1976-2016). (1) Given the reactants C[O-].[Na+].[C:4]([CH2:6][C:7]1[CH:16]=[CH:15][CH:14]=[CH:13][C:8]=1[C:9]([O:11][CH3:12])=[O:10])#[N:5].[N+:17]([C:20]1[S:21][CH:22]=[CH:23][CH:24]=1)([O-])=[O:18].O, predict the reaction product. The product is: [CH3:12][O:11][C:9](=[O:10])[C:8]1[CH:13]=[CH:14][CH:15]=[CH:16][C:7]=1[C:6]([C:4]#[N:5])=[C:22]1[CH:23]=[CH:24][C:20](=[N:17][OH:18])[S:21]1. (2) Given the reactants [N-:1]=[N+:2]=[N-:3].[Na+].CS(O[CH2:10][C@@H:11]([NH:23][C:24]([O:26][C:27]([CH3:30])([CH3:29])[CH3:28])=[O:25])[CH2:12][CH2:13][CH2:14][NH:15][C:16]([O:18][C:19]([CH3:22])([CH3:21])[CH3:20])=[O:17])(=O)=O, predict the reaction product. The product is: [C:19]([O:18][C:16](=[O:17])[NH:15][CH2:14][CH2:13][CH2:12][C@H:11]([NH:23][C:24]([O:26][C:27]([CH3:30])([CH3:29])[CH3:28])=[O:25])[CH2:10][N:1]=[N+:2]=[N-:3])([CH3:22])([CH3:20])[CH3:21]. (3) Given the reactants [C:1]([O:5][C:6]([N:8]1[CH2:12][C@@H:11]([CH2:13][NH:14][C:15](=[O:24])[C:16]2[CH:21]=[CH:20][CH:19]=[C:18]([C:22]#[N:23])[CH:17]=2)[CH2:10][C@H:9]1[C:25]([N:27]1[CH2:31][CH2:30][S:29][CH2:28]1)=[O:26])=[O:7])([CH3:4])([CH3:3])[CH3:2].[N-:32]=[N+:33]=[N-:34].[Na+].[Cl-].[NH4+], predict the reaction product. The product is: [C:1]([O:5][C:6]([N:8]1[CH2:12][C@@H:11]([CH2:13][NH:14][C:15](=[O:24])[C:16]2[CH:21]=[CH:20][CH:19]=[C:18]([C:22]3[NH:34][N:33]=[N:32][N:23]=3)[CH:17]=2)[CH2:10][C@H:9]1[C:25]([N:27]1[CH2:31][CH2:30][S:29][CH2:28]1)=[O:26])=[O:7])([CH3:4])([CH3:2])[CH3:3].